From a dataset of Forward reaction prediction with 1.9M reactions from USPTO patents (1976-2016). Predict the product of the given reaction. Given the reactants [N+]([O-])(O)=O.[N+]([O-])(O)=O.[CH3:9][O:10][C:11]1[CH:12]=[C:13]([NH:23][C:24]([NH2:26])=[NH:25])[CH:14]=[CH:15][C:16]=1[N:17]1[CH:21]=[C:20]([CH3:22])[N:19]=[CH:18]1.CN(C)[CH:29]=[C:30]([CH3:38])[C:31](=O)[C:32]([O:34][CH2:35][CH3:36])=[O:33], predict the reaction product. The product is: [CH3:9][O:10][C:11]1[CH:12]=[C:13]([NH:23][C:24]2[N:26]=[C:31]([C:32]([O:34][CH2:35][CH3:36])=[O:33])[C:30]([CH3:38])=[CH:29][N:25]=2)[CH:14]=[CH:15][C:16]=1[N:17]1[CH:21]=[C:20]([CH3:22])[N:19]=[CH:18]1.